From a dataset of Reaction yield outcomes from USPTO patents with 853,638 reactions. Predict the reaction yield, written as a fraction of the theoretical maximum amount of product (1.0 means a 100% yield; for example, 0.34 means a 34% yield). The reactants are [NH2:1][C:2]1[CH:7]=[CH:6][C:5]([CH2:8][CH2:9][C:10]([NH2:12])=[O:11])=[CH:4][C:3]=1Br.[C:14]1(B2OC(C)(C)C(C)(C)O2)[CH2:19][CH2:18][CH2:17][CH2:16][CH:15]=1.C([O-])([O-])=O.[Na+].[Na+]. The catalyst is O1CCOCC1.[Cl-].[Na+].O.C1C=CC([P]([Pd]([P](C2C=CC=CC=2)(C2C=CC=CC=2)C2C=CC=CC=2)([P](C2C=CC=CC=2)(C2C=CC=CC=2)C2C=CC=CC=2)[P](C2C=CC=CC=2)(C2C=CC=CC=2)C2C=CC=CC=2)(C2C=CC=CC=2)C2C=CC=CC=2)=CC=1. The product is [NH2:1][C:2]1[CH:7]=[CH:6][C:5]([CH2:8][CH2:9][C:10]([NH2:12])=[O:11])=[CH:4][C:3]=1[C:14]1[CH2:19][CH2:18][CH2:17][CH2:16][CH:15]=1. The yield is 0.880.